From a dataset of Full USPTO retrosynthesis dataset with 1.9M reactions from patents (1976-2016). Predict the reactants needed to synthesize the given product. Given the product [CH2:16]([O:18][C:19](=[O:24])/[CH:20]=[C:21](/[O:15][C:9]1[CH:10]=[CH:11][CH:12]=[C:13]([F:14])[C:8]=1[F:7])\[CH3:22])[CH3:17], predict the reactants needed to synthesize it. The reactants are: CC(C)([O-])C.[K+].[F:7][C:8]1[C:13]([F:14])=[CH:12][CH:11]=[CH:10][C:9]=1[OH:15].[CH2:16]([O:18][C:19](=[O:24])[CH:20]=[C:21](Cl)[CH3:22])[CH3:17].